This data is from Full USPTO retrosynthesis dataset with 1.9M reactions from patents (1976-2016). The task is: Predict the reactants needed to synthesize the given product. (1) Given the product [OH:40][CH:38]1[CH2:39][N:36]([C:29](=[O:31])[CH:28]([N:26]2[CH:27]=[C:23]([C:21]3[CH:20]=[N:19][N:18]4[C:14]([C:10]5[CH:9]=[C:8]([NH:7][C:5]([NH:4][CH2:3][C:2]([F:1])([F:33])[F:34])=[O:6])[CH:13]=[CH:12][CH:11]=5)=[CH:15][N:16]=[C:17]4[CH:22]=3)[CH:24]=[N:25]2)[CH3:32])[CH2:37]1, predict the reactants needed to synthesize it. The reactants are: [F:1][C:2]([F:34])([F:33])[CH2:3][NH:4][C:5]([NH:7][C:8]1[CH:9]=[C:10]([C:14]2[N:18]3[N:19]=[CH:20][C:21]([C:23]4[CH:24]=[N:25][N:26]([CH:28]([CH3:32])[C:29]([OH:31])=O)[CH:27]=4)=[CH:22][C:17]3=[N:16][CH:15]=2)[CH:11]=[CH:12][CH:13]=1)=[O:6].Cl.[NH:36]1[CH2:39][CH:38]([OH:40])[CH2:37]1. (2) Given the product [C:45]([C:49]1[CH:66]=[CH:65][C:52]([CH2:53][N:54]([CH2:55][CH2:56][C:57]2[CH:62]=[CH:61][C:60]([F:63])=[C:59]([Cl:64])[CH:58]=2)[C:11]([C:9]2[CH:10]=[C:2]([Cl:1])[CH:3]=[C:4]3[C:8]=2[NH:7][CH:6]=[CH:5]3)=[O:13])=[CH:51][CH:50]=1)([CH3:48])([CH3:46])[CH3:47], predict the reactants needed to synthesize it. The reactants are: [Cl:1][C:2]1[CH:3]=[C:4]2[C:8](=[C:9]([C:11]([OH:13])=O)[CH:10]=1)[NH:7][CH:6]=[CH:5]2.CN(C(ON1N=NC2C=CC=CC1=2)=[N+](C)C)C.[B-](F)(F)(F)F.C(N(CC)C(C)C)(C)C.[C:45]([C:49]1[CH:66]=[CH:65][C:52]([CH2:53][NH:54][CH2:55][CH2:56][C:57]2[CH:62]=[CH:61][C:60]([F:63])=[C:59]([Cl:64])[CH:58]=2)=[CH:51][CH:50]=1)([CH3:48])([CH3:47])[CH3:46].